This data is from Full USPTO retrosynthesis dataset with 1.9M reactions from patents (1976-2016). The task is: Predict the reactants needed to synthesize the given product. (1) Given the product [Br:1][C:2]1[CH:3]=[C:4]([C@:8]2([CH3:27])[CH2:13][C@@H:12]([CH2:14][OH:15])[S:11][C:10]([NH:19][C:20](=[O:21])[O:22][C:23]([CH3:25])([CH3:24])[CH3:26])=[N:9]2)[CH:5]=[CH:6][CH:7]=1, predict the reactants needed to synthesize it. The reactants are: [Br:1][C:2]1[CH:3]=[C:4]([C:8]2([CH3:27])[CH2:13][CH:12]([C:14](OCC)=[O:15])[S:11][C:10]([NH:19][C:20]([O:22][C:23]([CH3:26])([CH3:25])[CH3:24])=[O:21])=[N:9]2)[CH:5]=[CH:6][CH:7]=1.[BH4-].[Li+]. (2) Given the product [C:21]1([C:29]2[CH:30]=[CH:31][CH:32]=[CH:33][CH:34]=2)[CH:22]=[CH:23][C:24]([CH2:27][N:1]2[CH:2]([C:11]3[C:16]([O:17][CH3:18])=[CH:15][CH:14]=[CH:13][C:12]=3[O:19][CH3:20])[CH2:3][CH2:4][CH2:5][CH2:6][C:7]2=[O:9])=[CH:25][CH:26]=1, predict the reactants needed to synthesize it. The reactants are: [NH2:1][CH:2]([C:11]1[C:16]([O:17][CH3:18])=[CH:15][CH:14]=[CH:13][C:12]=1[O:19][CH3:20])[CH2:3][CH2:4][CH2:5][CH2:6][C:7]([O:9]C)=O.[C:21]1([C:29]2[CH:34]=[CH:33][CH:32]=[CH:31][CH:30]=2)[CH:26]=[CH:25][C:24]([CH:27]=O)=[CH:23][CH:22]=1. (3) Given the product [CH3:20][O:19][C:14]1[CH:15]=[C:16]2[C:11](=[CH:12][CH:13]=1)[NH:10][C:9]1[CH:8]([C:21]3[CH:22]=[CH:23][CH:24]=[CH:25][CH:26]=3)[N:7]3[C:27](=[O:28])[N:4]([CH2:3][CH2:2][NH:1][CH3:31])[C:5](=[O:30])[C:6]3([CH3:29])[CH2:18][C:17]2=1, predict the reactants needed to synthesize it. The reactants are: [NH2:1][CH2:2][CH2:3][N:4]1[C:27](=[O:28])[N:7]2[CH:8]([C:21]3[CH:26]=[CH:25][CH:24]=[CH:23][CH:22]=3)[C:9]3[NH:10][C:11]4[C:16]([C:17]=3[CH2:18][C:6]2([CH3:29])[C:5]1=[O:30])=[CH:15][C:14]([O:19][CH3:20])=[CH:13][CH:12]=4.[CH3:31]N.N. (4) Given the product [ClH:1].[CH:33]1([CH:28]([NH:27][C:25](=[O:26])[CH2:24][NH2:23])[C:29]([O:31][CH3:32])=[O:30])[CH2:34][CH2:35][CH2:36][CH2:37][CH2:38]1, predict the reactants needed to synthesize it. The reactants are: [ClH:1].NCC(N[C@H](C(OC)=O)[C@H](CC)C)=O.C(OC([NH:23][CH2:24][C:25]([NH:27][CH:28]([CH:33]1[CH2:38][CH2:37][CH2:36][CH2:35][CH2:34]1)[C:29]([O:31][CH3:32])=[O:30])=[O:26])=O)(C)(C)C.